This data is from Reaction yield outcomes from USPTO patents with 853,638 reactions. The task is: Predict the reaction yield, written as a fraction of the theoretical maximum amount of product (1.0 means a 100% yield; for example, 0.34 means a 34% yield). (1) The reactants are [CH3:1][O:2][C:3](=[O:12])[C:4]1[CH:9]=[CH:8][C:7]([F:10])=[C:6](Br)[CH:5]=1.[B:13]1([B:13]2[O:17][C:16]([CH3:19])([CH3:18])[C:15]([CH3:21])([CH3:20])[O:14]2)[O:17][C:16]([CH3:19])([CH3:18])[C:15]([CH3:21])([CH3:20])[O:14]1.C([O-])(=O)C.[K+]. The catalyst is C1C=CC(P(C2C=CC=CC=2)[C-]2C=CC=C2)=CC=1.C1C=CC(P(C2C=CC=CC=2)[C-]2C=CC=C2)=CC=1.Cl[Pd]Cl.[Fe+2].ClCCl. The product is [CH3:1][O:2][C:3](=[O:12])[C:4]1[CH:9]=[CH:8][C:7]([F:10])=[C:6]([B:13]2[O:17][C:16]([CH3:19])([CH3:18])[C:15]([CH3:21])([CH3:20])[O:14]2)[CH:5]=1. The yield is 0.740. (2) The reactants are Cl[C:2]1[C:7]([C:8]#[N:9])=[CH:6][N:5]=[C:4]([CH3:10])[C:3]=1[I:11].[NH2:12][C:13]1[CH:14]=[C:15]2[C:19](=[CH:20][CH:21]=1)[NH:18][C:17]([CH3:22])=[CH:16]2. The catalyst is C(O)C.C(=O)(O)[O-].[Na+]. The product is [I:11][C:3]1[C:4]([CH3:10])=[N:5][CH:6]=[C:7]([C:2]=1[NH:12][C:13]1[CH:14]=[C:15]2[C:19](=[CH:20][CH:21]=1)[NH:18][C:17]([CH3:22])=[CH:16]2)[C:8]#[N:9]. The yield is 0.560.